This data is from Human Reference Interactome with 51,813 positive PPI pairs across 8,248 proteins, plus equal number of experimentally-validated negative pairs. The task is: Binary Classification. Given two protein amino acid sequences, predict whether they physically interact or not. (1) Protein 1 (ENSG00000118816) has sequence MKFPGPLENQRLSFLLEKAITREAQMWKVNVRKMPSNQNVSPSQRDEVIQWLAKLKYQFNLYPETFALASSLLDRFLATVKAHPKYLSCIAISCFFLAAKTVEEDERIPVLKVLARDSFCGCSSSEILRMERIILDKLNWDLHTATPLDFLHIFHAIAVSTRPQLLFSLPKLSPSQHLAVLTKQLLHCMACNQLLQFRGSMLALAMVSLEMEKLIPDWLSLTIELLQKAQMDSSQLIHCRELVAHHLSTLQSSLPLNSVYVYRPLKHTLVTCDKGVFRLHPSSVPGPDFSKDNSKPEVPV.... Protein 2 (ENSG00000157514) has sequence MAQSKLDCRSPVGLDCCNCCLDLAHRSGLQRGSSGENNNPGSPTVSNFRQLQEKLVFENLNTDKLNSIMRQDSLEPVLRDPCYLINEGICNRNIDQTMLSILLFFHSASGASVVAIDNKIEQAMDLVKNHLMYAVREEVEILKEQIRELVEKNSQLERENTLLKTLASPEQLEKFQSCLSPEEPAPESPQVPEAPGGSAV*MAFQPPYSSSLFRKRDNASGASVVAIDNKIEQAMDLVKNHLMYAVREEVEILKEQIRELVEKNSQLERENTLLKTLASPEQLEKFQSCLSPEEPAPESP.... Result: 0 (the proteins do not interact). (2) Protein 1 (ENSG00000206052) has sequence MASNFNDIVKQGYVKIRSRKLGIFRRCWLVFKKASSKGPRRLEKFPDEKAAYFRNFHKVTELHNIKNITRLPRETKKHAVAIIFHDETSKTFACESELEAEEWCKHLCMECLGTRLNDISLGEPDLLAAGVQREQNERFNVYLMPTPNLDIYGECTMQITHENIYLWDIHNAKVKLVMWPLSSLRRYGRDSTWFTFESGRMCDTGEGLFTFQTREGEMIYQKVHSATLAIAEQHERLMLEMEQKARLQTSLTEPMTLSKSISLPRSAYWHHITRQNSVGEIYSLQGHGFGSSKMSRAQTF.... Protein 2 (ENSG00000212123) has sequence XLEGAEVLGNQPAPTCAEPPPAMGTIGWVGAPAGEGSGAHPPKGPTHLGTFVHRLLEPVSSPRPRERGVSSPTSRYRPPLSP*MQHPKPFCAPAAPQEGFSPQSLEGAEVLGNQPAPTCAEPPPAMGSLNLYHPPDPEKEVFPAPPAGFQMAPCGCFFDPRIYRIEWTTPDLGQSALYKLAASSGGPAGVPSAPGSYLLEPQPYLKAPGLPPYPHYQQAPGGPQFLLPYFPPEGPGPEALGFVGDAGPAAFVELPLPPLEEGPAPLPPPPPKENKPPPVLITLPAEPTLPPDAYSHLQGH.... Result: 1 (the proteins interact). (3) Protein 1 (ENSG00000134748) has sequence MANRTVKDAHSIHGTNPQYLVEKIIRTRIYESKYWKEECFGLTAELVVDKAMELRFVGGVYGGNIKPTPFLCLTLKMLQIQPEKDIIVEFIKNEDFKYVRMLGALYMRLTGTAIDCYKYLEPLYNDYRKIKSQNRNGEFELMHVDEFIDELLHSERVCDIILPRLQKRYVLEEAEQLEPRVSALEEDMDDVESSEEEEEEDEKLERVPSPDHRRRSYRDLDKPRRSPTLRYRRSRSRSPRRRSRSPKRRSPSPRRERHRSKSPRRHRSRSRDRRHRSRSKSPGHHRSHRHRSHSKSPERS.... Protein 2 (ENSG00000244509) has sequence MNPQIRNPMKAMYPGTFYFQFKNLWEANDRNETWLCFTVEGIKRRSVVSWKTGVFRNQVDSETHCHAERCFLSWFCDDILSPNTKYQVTWYTSWSPCPDCAGEVAEFLARHSNVNLTIFTARLYYFQYPCYQEGLRSLSQEGVAVEIMDYEDFKYCWENFVYNDNEPFKPWKGLKTNFRLLKRRLRESLQ*MNPQIRWILRPIVMQKGASSLGSATTYCLLTQSTRSPGTHLGALAQTVQGRWPSSWPGTAT*. Result: 0 (the proteins do not interact). (4) Protein 1 (ENSG00000137642) has sequence MATRSSRRESRLPFLFTLVALLPPGALCEVWTQRLHGGSAPLPQDRGFLVVQGDPRELRLWARGDARGASRADEKPLRRKRSAALQPEPIKVYGQVSLNDSHNQMVVHWAGEKSNVIVALARDSLALARPKSSDVYVSYDYGKSFKKISDKLNFGLGNRSEAVIAQFYHSPADNKRYIFADAYAQYLWITFDFCNTLQGFSIPFRAADLLLHSKASNLLLGFDRSHPNKQLWKSDDFGQTWIMIQEHVKSFSWGIDPYDKPNTIYIERHEPSGYSTVFRSTDFFQSRENQEVILEEVRDF.... Protein 2 (ENSG00000168421) has sequence MLSSIKCVLVGDSAVGKTSLLVRFTSETFPEAYKPTVYENTGVDVFMDGIQISLGLWDTAGNDAFRSIRPLSYQQADVVLMCYSVANHNSFLNLKNKWIGEIRSNLPCTPVLVVATQTDQREMGPHRASCVNAMEGKKLAQDVRAKGYLECSALSNRGVQQVFECAVRTAVNQARRRNRRRLFSINECKIF*MLSSIKCVLVGDSAVGMLSSIKCVLVGDSAVGKTSLLVRFTSETFPEAYKPTVYENTGVDVFMDGIQISLGLWDTAGNDAFRSIRPLSYQQADVVLMCYSVANHNSFL.... Result: 1 (the proteins interact). (5) Protein 2 (ENSG00000170606) has sequence MSVVGIDLGFQSCYVAVARAGGIETIANEYSDRCTPACISFGPKNRSIGAAAKSQVISNAKNTVQGFKRFHGRAFSDPFVEAEKSNLAYDIVQLPTGLTGIKVTYMEEERNFTTEQVTAMLLSKLKETAESVLKKPVVDCVVSVPCFYTDAERRSVMDATQIAGLNCLRLMNETTAVALAYGIYKQDLPALEEKPRNVVFVDMGHSAYQVSVCAFNRGKLKVLATAFDTTLGGRKFDEVLVNHFCEEFGKKYKLDIKSKIRALLRLSQECEKLKKLMSANASDLPLSIECFMNDVDVSGT.... Protein 1 (ENSG00000091947) has sequence MASKIGSRRWMLQLIMQLGSVLLTRCPFWGCFSQLMLYAERAEARRKPDIPVPYLYFDMGAAVLCASFMSFGVKRRWFALGAALQLAISTYAAYIGGYVHYGDWLKVRMYSRTVAIIGGFLVLASGAGELYRRKPRSRSLQSTGQVFLGIYLICVAYSLQHSKEDRLAYLNHLPGGELMIQLFFVLYGILALAFLSGYYVTLAAQILAVLLPPVMLLIDGNVAYWHNTRRVEFWNQMKLLGESVGIFGTAVILATDG*MGAAVLCASFMSFGVKRRWFALGAALQLAISTYAAYIGGYVH.... Result: 0 (the proteins do not interact). (6) Protein 1 (ENSG00000100865) has sequence MEAKTLGTVTPRKPVLSVSARKIKDNAADWHNLILKWETLNDAGFTTANNIANLKISLLNKDKIELDSSSPASKENEEKVCLEYNEELEKLCEELQATLDGLTKIQVKMEKLSSTTKGICELENYHYGEESKRPPLFHTWPTTHFYEVSHKLLEMYRKELLLKRTVAKELAHTGDPDLTLSYLSMWLHQPYVESDSRLHLESMLLETGHRAL*MEAKTLGTVTPRKPVLSVSARKIKDNAADWHNLILKWETLNDAGFTTANNIANLKISLLNKDKIELDSSSPASKENEEKVCLEYNEE.... Protein 2 (ENSG00000156206) has sequence MAQNVYGPGVRIGNWNEDVYLEEELMKDFLEKRDKGKLLIQRSRRLKQNLLRPMQLSVTEDGYIHYGDKVMLVNPDDPDTEADVFLRGDLSLCMTPDEIQSHLKDELEVPCGLSAVQAKTPIGRNTFIILSVHRDATGQVLRYGQDFCLGITGGFDNKMLYLSSDHRTLLKSSKRSWLQEVYLTDEVSHVNCWQAAFPDPQLRLEYEGFPVPANAKILINHCHTNRGLAAHRHLFLSTYFGKEAEVVAHTYLDSHRVEKPRNHWMLVTGNPRDASSSMLDLPKPPTEDTRAMEQAMGLDT.... Result: 1 (the proteins interact). (7) Protein 1 (ENSG00000140848) has sequence MAHIPSGGAPAAGAAPMGPQYCVCKVELSVSGQNLLDRDVTSKSDPFCVLFTENNGRWIEYDRTETAINNLNPAFSKKFVLDYHFEEVQKLKFALFDQDKSSMRLDEHDFLGQFSCSLGTIVSSKKITRPLLLLNDKPAGKGLITIAAQELSDNRVITLSLAGRRLDKKDLFGKSDPFLEFYKPGDDGKWMLVHRTEVIKYTLDPVWKPFTVPLVSLCDGDMEKPIQVMCYDYDNDGGHDFIGEFQTSVSQMCEARDSVPLEFECINPKKQRKKKNYKNSGIIILRSCKINRDYSFLDYI.... Protein 2 (ENSG00000133321) has sequence MASPHQEPKPGDLIEIFRLGYEHWALYIGDGYVIHLAPPSEYPGAGSSSVFSVLSNSAEVKRERLEDVVGGCCYRVNNSLDHEYQPRPVEVIISSAKEMVGQKMKYSIVSRNCEHFVTQLRYGKSRCKQVEKAKVEVGVATALGILVVAGCSFAIRRYQKKATA*MGLPEPKPKPGDLIEIFRLGYEHWALYIGDGYVIHLAPPSEYPGAGSSSVFSVLSNSAEVKRERLEDVVGGCCYRVNNSLDHEYQPRPVEVIISSAKEMVGQKMKYSIVSRNCEHFVTQLRYGKSRCKQVEKAKV.... Result: 0 (the proteins do not interact).